From a dataset of NCI-60 drug combinations with 297,098 pairs across 59 cell lines. Regression. Given two drug SMILES strings and cell line genomic features, predict the synergy score measuring deviation from expected non-interaction effect. Drug 1: CC1=C2C(C(=O)C3(C(CC4C(C3C(C(C2(C)C)(CC1OC(=O)C(C(C5=CC=CC=C5)NC(=O)OC(C)(C)C)O)O)OC(=O)C6=CC=CC=C6)(CO4)OC(=O)C)O)C)O. Drug 2: CC=C1C(=O)NC(C(=O)OC2CC(=O)NC(C(=O)NC(CSSCCC=C2)C(=O)N1)C(C)C)C(C)C. Cell line: NCI-H322M. Synergy scores: CSS=13.4, Synergy_ZIP=-0.603, Synergy_Bliss=1.20, Synergy_Loewe=-10.7, Synergy_HSA=-1.98.